Dataset: Peptide-MHC class II binding affinity with 134,281 pairs from IEDB. Task: Regression. Given a peptide amino acid sequence and an MHC pseudo amino acid sequence, predict their binding affinity value. This is MHC class II binding data. (1) The peptide sequence is LTHVKINDKCPSTGE. The MHC is DRB5_0101 with pseudo-sequence DRB5_0101. The binding affinity (normalized) is 0.384. (2) The peptide sequence is VFSPGRKNGSFIIDG. The MHC is DRB1_0404 with pseudo-sequence DRB1_0404. The binding affinity (normalized) is 0. (3) The peptide sequence is WTGGGSDKALAAATP. The MHC is DRB1_0405 with pseudo-sequence DRB1_0405. The binding affinity (normalized) is 0.0366. (4) The peptide sequence is NGPMAVSMTGVMRGN. The MHC is DRB1_0301 with pseudo-sequence DRB1_0301. The binding affinity (normalized) is 0.872. (5) The peptide sequence is TEAVQKIATESIVIWGKTPKFRL. The MHC is HLA-DQA10501-DQB10201 with pseudo-sequence HLA-DQA10501-DQB10201. The binding affinity (normalized) is 0.358. (6) The peptide sequence is PRGTRLIEDQLGLGH. The MHC is DRB1_0101 with pseudo-sequence DRB1_0101. The binding affinity (normalized) is 0.328. (7) The peptide sequence is AVQVTFTVQKGSDPKKLVLNIKYTRPGDSL. The MHC is DRB1_0901 with pseudo-sequence DRB1_0901. The binding affinity (normalized) is 0.431. (8) The peptide sequence is GELQIVDKIDAVFKI. The MHC is DRB1_0701 with pseudo-sequence DRB1_0701. The binding affinity (normalized) is 0.604.